From a dataset of Forward reaction prediction with 1.9M reactions from USPTO patents (1976-2016). Predict the product of the given reaction. (1) Given the reactants [NH2:1][C:2]1[N:7]=[CH:6][N:5]=[C:4]([NH:8][C@H:9]([C:11]2[N:16]([C:17]3[CH:22]=[CH:21][CH:20]=[CH:19][CH:18]=3)[C:15](=[O:23])[C:14]3=[C:24](C)[CH:25]=[CH:26][N:13]3[N:12]=2)[CH3:10])[C:3]=1I.CC1(C)C(C)(C)OB([C:37]2[CH:38]=[N:39][N:40]([CH2:42][CH2:43][OH:44])[CH:41]=2)O1.C(=O)([O-])[O-].[Na+].[Na+], predict the reaction product. The product is: [NH2:1][C:2]1[N:7]=[CH:6][N:5]=[C:4]([NH:8][C@H:9]([C:11]2[N:16]([C:17]3[CH:22]=[CH:21][CH:20]=[CH:19][CH:18]=3)[C:15](=[O:23])[C:14]3=[CH:24][CH:25]=[CH:26][N:13]3[N:12]=2)[CH3:10])[C:3]=1[C:37]1[CH:38]=[N:39][N:40]([CH2:42][CH2:43][OH:44])[CH:41]=1. (2) Given the reactants [C:1]([C:3]1[CH:8]=[CH:7][C:6]([OH:9])=[CH:5][CH:4]=1)#[N:2].C([O-])([O-])=[O:11].[K+].[K+].Cl[CH2:17][CH2:18][O:19][CH:20](O)[CH3:21], predict the reaction product. The product is: [OH:11][CH2:17][CH2:18][O:19][CH2:20][CH2:21][O:9][C:6]1[CH:7]=[CH:8][C:3]([C:1]#[N:2])=[CH:4][CH:5]=1. (3) Given the reactants [CH2:1]([O:8][C:9]([NH:11][C:12]([CH3:17])([CH3:16])[C:13]([OH:15])=[O:14])=[O:10])[C:2]1[CH:7]=[CH:6][CH:5]=[CH:4][CH:3]=1.[CH2:18](O)[CH3:19].C1(C)C=CC(S(O)(=O)=O)=CC=1, predict the reaction product. The product is: [CH2:1]([O:8][C:9]([NH:11][C:12]([CH3:17])([CH3:16])[C:13]([O:15][CH2:18][CH3:19])=[O:14])=[O:10])[C:2]1[CH:3]=[CH:4][CH:5]=[CH:6][CH:7]=1. (4) Given the reactants C([O:5][C:6]([N:8]1[CH2:13][CH2:12][N:11]([CH2:14][C:15]2([CH3:26])[O:19][C:18]3=[N:20][C:21]([N+:23]([O-:25])=[O:24])=[CH:22][N:17]3[CH2:16]2)[CH2:10][CH2:9]1)=O)(C)(C)C.FC(F)(F)C(O)=O.C(N(CC)CC)C.C(Cl)(=O)[C:42]1[CH:47]=[CH:46][CH:45]=[CH:44][CH:43]=1, predict the reaction product. The product is: [CH3:26][C:15]1([CH2:14][N:11]2[CH2:12][CH2:13][N:8]([C:6]([C:42]3[CH:47]=[CH:46][CH:45]=[CH:44][CH:43]=3)=[O:5])[CH2:9][CH2:10]2)[O:19][C:18]2=[N:20][C:21]([N+:23]([O-:25])=[O:24])=[CH:22][N:17]2[CH2:16]1. (5) Given the reactants Br[C:2]1([CH:9]=[CH:8][CH:7]=[N:6][CH2:5]1)[C:3]#[N:4].[F:10][C:11]1[CH:16]=[CH:15][C:14]([C:17]#[C:18][Si](C)(C)C)=[CH:13][C:12]=1[NH2:23], predict the reaction product. The product is: [NH2:23][C:12]1[CH:13]=[C:14]([C:17]#[C:18][C:8]2[CH:7]=[N:6][CH:5]=[C:2]([CH:9]=2)[C:3]#[N:4])[CH:15]=[CH:16][C:11]=1[F:10]. (6) The product is: [CH2:1]([C:3]1[CH:4]=[C:5]([CH:6]=[CH:7][C:8]=1[CH2:9][CH3:10])[CH2:11][C@@H:12]([NH:16][C:17]([N:19]1[CH2:24][CH2:23][CH:22]([N:25]2[CH2:31][CH2:30][C:29]3[CH:32]=[CH:33][CH:34]=[CH:35][C:28]=3[NH:27][C:26]2=[O:36])[CH2:21][CH2:20]1)=[O:18])[C:13]([N:47]1[CH2:48][CH2:49][CH:44]([N:41]2[CH2:40][CH2:39][C:38]([F:50])([F:37])[CH2:43][CH2:42]2)[CH2:45][CH2:46]1)=[O:15])[CH3:2]. Given the reactants [CH2:1]([C:3]1[CH:4]=[C:5]([CH2:11][C@@H:12]([NH:16][C:17]([N:19]2[CH2:24][CH2:23][CH:22]([N:25]3[CH2:31][CH2:30][C:29]4[CH:32]=[CH:33][CH:34]=[CH:35][C:28]=4[NH:27][C:26]3=[O:36])[CH2:21][CH2:20]2)=[O:18])[C:13]([OH:15])=O)[CH:6]=[CH:7][C:8]=1[CH2:9][CH3:10])[CH3:2].[F:37][C:38]1([F:50])[CH2:43][CH2:42][N:41]([CH:44]2[CH2:49][CH2:48][NH:47][CH2:46][CH2:45]2)[CH2:40][CH2:39]1, predict the reaction product.